This data is from Reaction yield outcomes from USPTO patents with 853,638 reactions. The task is: Predict the reaction yield, written as a fraction of the theoretical maximum amount of product (1.0 means a 100% yield; for example, 0.34 means a 34% yield). (1) The yield is 0.900. The catalyst is CCCCCC. The product is [N:8]1([C:4]2[CH:5]=[N:6][CH:7]=[C:2]([CH:3]=2)[CH:15]=[O:16])[CH2:13][CH2:12][O:11][CH2:10][CH2:9]1. The reactants are Br[C:2]1[CH:3]=[C:4]([N:8]2[CH2:13][CH2:12][O:11][CH2:10][CH2:9]2)[CH:5]=[N:6][CH:7]=1.C[CH2:15][O:16]CC.C([Li])CCC.CN(C=O)C. (2) The reactants are [Cl:1][C:2]1[N:10]=[C:9]([S:11][CH2:12][C:13]2[CH:18]=[CH:17][C:16]([O:19][CH3:20])=[C:15]([N+:21]([O-:23])=[O:22])[CH:14]=2)[N:8]=[C:7]2[C:3]=1[N:4]=[CH:5][NH:6]2.[H-].[Na+].[CH3:26]I.O. The catalyst is CN(C)C=O. The product is [Cl:1][C:2]1[N:10]=[C:9]([S:11][CH2:12][C:13]2[CH:18]=[CH:17][C:16]([O:19][CH3:20])=[C:15]([N+:21]([O-:23])=[O:22])[CH:14]=2)[N:8]=[C:7]2[C:3]=1[N:4]=[CH:5][N:6]2[CH3:26]. The yield is 0.890. (3) The reactants are C1(P(N=[N+]=[N-])(C2C=CC=CC=2)=[O:8])C=CC=CC=1.[O:18]1[C:22]2[CH:23]=[CH:24][C:25]([C:27]3[N:28]=[C:29]([C:39]45[CH2:46][CH2:45][C:42](C(O)=O)([CH2:43][CH2:44]4)[CH2:41][CH2:40]5)[NH:30][C:31]=3[C:32]3[CH:37]=[CH:36][CH:35]=[C:34]([CH3:38])[N:33]=3)=[CH:26][C:21]=2[O:20][CH2:19]1.C([N:53]([CH:56](C)C)CC)(C)C.[CH2:59]([OH:66])[C:60]1[CH:65]=[CH:64][CH:63]=[CH:62][CH:61]=1. The catalyst is C1(C)C=CC=CC=1. The product is [CH2:59]([O:66][C:56](=[O:8])[NH:53][C:42]12[CH2:43][CH2:44][C:39]([C:29]3[NH:30][C:31]([C:32]4[CH:37]=[CH:36][CH:35]=[C:34]([CH3:38])[N:33]=4)=[C:27]([C:25]4[CH:24]=[CH:23][C:22]5[O:18][CH2:19][O:20][C:21]=5[CH:26]=4)[N:28]=3)([CH2:46][CH2:45]1)[CH2:40][CH2:41]2)[C:60]1[CH:65]=[CH:64][CH:63]=[CH:62][CH:61]=1. The yield is 0.0100. (4) The reactants are [CH3:1][C:2]1[N:3]([C:7]2[O:8][C:9]([CH2:22][CH2:23][C:24](OC)=[O:25])=[C:10]([C:12]3[CH:17]=[CH:16][C:15]([C:18]([F:21])([F:20])[F:19])=[CH:14][CH:13]=3)[N:11]=2)[CH:4]=[CH:5][N:6]=1.O.C(C(C(C([O-])=O)O)O)([O-])=O.[K+].[Na+].O.O.[Na+].[K+].C(C(C(C([O-])=O)O)O)([O-])=O. The catalyst is C1(C)C=CC=CC=1. The product is [CH3:1][C:2]1[N:3]([C:7]2[O:8][C:9]([CH2:22][CH2:23][CH2:24][OH:25])=[C:10]([C:12]3[CH:13]=[CH:14][C:15]([C:18]([F:21])([F:20])[F:19])=[CH:16][CH:17]=3)[N:11]=2)[CH:4]=[CH:5][N:6]=1. The yield is 0.810. (5) The reactants are O[C:2]([C:5]1[C:10]([O:11][CH3:12])=[CH:9][CH:8]=[CH:7][C:6]=1[OH:13])([CH3:4])[CH3:3].O.C([O-])=O.[NH4+]. The catalyst is C(O)(=O)C.[Pd]. The product is [CH:2]([C:5]1[C:10]([O:11][CH3:12])=[CH:9][CH:8]=[CH:7][C:6]=1[OH:13])([CH3:4])[CH3:3]. The yield is 0.920. (6) The reactants are [NH:1]1[CH2:4][CH:3]([NH:5][C:6](=[O:37])[C:7]2[CH:12]=[C:11]([O:13][CH3:14])[C:10]([NH:15][C:16]3[N:17]=[CH:18][C:19]4[N:25]([CH3:26])[C:24](=[O:27])[C:23]([F:29])([F:28])[CH2:22][N:21]([CH:30]5[CH2:34][CH2:33][CH2:32][CH2:31]5)[C:20]=4[N:35]=3)=[CH:9][C:8]=2[F:36])[CH2:2]1.C(Cl)Cl.CO.[CH3:43][C:44]([CH3:46])=O. The catalyst is CC(O)=O. The product is [CH:30]1([N:21]2[CH2:22][C:23]([F:28])([F:29])[C:24](=[O:27])[N:25]([CH3:26])[C:19]3[CH:18]=[N:17][C:16]([NH:15][C:10]4[C:11]([O:13][CH3:14])=[CH:12][C:7]([C:6]([NH:5][CH:3]5[CH2:2][N:1]([CH:44]([CH3:46])[CH3:43])[CH2:4]5)=[O:37])=[C:8]([F:36])[CH:9]=4)=[N:35][C:20]2=3)[CH2:34][CH2:33][CH2:32][CH2:31]1. The yield is 0.0300. (7) The reactants are C([N:8]1[CH2:13][CH2:12][O:11][CH:10]([CH2:14][OH:15])[CH2:9]1)C1C=CC=CC=1.[CH3:28][C:27]([O:26][C:24](O[C:24]([O:26][C:27]([CH3:30])([CH3:29])[CH3:28])=[O:25])=[O:25])([CH3:30])[CH3:29]. The catalyst is CO.[Pd]. The product is [C:27]([O:26][C:24]([N:8]1[CH2:13][CH2:12][O:11][CH:10]([CH2:14][OH:15])[CH2:9]1)=[O:25])([CH3:28])([CH3:29])[CH3:30]. The yield is 0.990. (8) The reactants are Br[C:2]1[CH:3]=[C:4]2[C:9](=[CH:10][CH:11]=1)[C:8](=[O:12])[NH:7][CH2:6][CH2:5]2.[S:13]1[CH:17]=[CH:16][CH:15]=[C:14]1B(O)O. The yield is 1.00. No catalyst specified. The product is [S:13]1[CH:17]=[CH:16][CH:15]=[C:14]1[C:2]1[CH:3]=[C:4]2[C:9](=[CH:10][CH:11]=1)[C:8](=[O:12])[NH:7][CH2:6][CH2:5]2. (9) The reactants are [C:1]([C:5]1[NH:6][C:7]2[C:12]([CH:13]=1)=[CH:11][C:10]([N+:14]([O-:16])=[O:15])=[CH:9][C:8]=2[C:17](OC)=[O:18])([CH3:4])([CH3:3])[CH3:2].ClCCl.CC(C[AlH]CC(C)C)C. The catalyst is O. The product is [C:1]([C:5]1[NH:6][C:7]2[C:12]([CH:13]=1)=[CH:11][C:10]([N+:14]([O-:16])=[O:15])=[CH:9][C:8]=2[CH2:17][OH:18])([CH3:4])([CH3:2])[CH3:3]. The yield is 0.730. (10) The reactants are Br[C:2]1[CH:10]=[C:9]([O:11][CH3:12])[CH:8]=[C:7]2[C:3]=1[C:4]([C:13]#[N:14])=[CH:5][NH:6]2.[CH2:15]([O:17][C:18](=[O:38])[CH:19]=[C:20](C1C=CC=C2C=1C(C#N)=CN2)[C:21]1[CH:26]=[CH:25][CH:24]=[CH:23][CH:22]=1)[CH3:16]. No catalyst specified. The product is [CH2:15]([O:17][C:18](=[O:38])[CH:19]=[C:20]([C:2]1[CH:10]=[C:9]([O:11][CH3:12])[CH:8]=[C:7]2[C:3]=1[C:4]([C:13]#[N:14])=[CH:5][NH:6]2)[C:21]1[CH:26]=[CH:25][CH:24]=[CH:23][CH:22]=1)[CH3:16]. The yield is 0.540.